From a dataset of Full USPTO retrosynthesis dataset with 1.9M reactions from patents (1976-2016). Predict the reactants needed to synthesize the given product. (1) Given the product [C:4]([O:3][C:1](=[O:2])[NH:8][CH:9]([C:13]([N:40]1[CH:39]([CH:45]([OH:49])[CH:46]([OH:48])[CH3:47])[CH2:38][NH:37][C:36]2[NH:35][C:34]([NH2:33])=[N:43][C:42](=[O:44])[C:41]1=2)=[O:15])[CH:10]([CH3:11])[CH3:12])([CH3:5])([CH3:6])[CH3:7], predict the reactants needed to synthesize it. The reactants are: [C:1]([NH:8][C@H:9]([C:13]([OH:15])=O)[CH:10]([CH3:12])[CH3:11])([O:3][C:4]([CH3:7])([CH3:6])[CH3:5])=[O:2].C1CCC(N=C=NC2CCCCC2)CC1.Cl.Cl.[NH2:33][C:34]1[NH:35][C:36]2[NH:37][CH2:38][CH:39]([CH:45]([OH:49])[CH:46]([OH:48])[CH3:47])[NH:40][C:41]=2[C:42](=[O:44])[N:43]=1. (2) Given the product [F:31][C:25]1[CH:26]=[C:27]([F:30])[CH:28]=[CH:29][C:24]=1[O:23][C:4]1[C:3](=[O:2])[NH:11][C:10]2[CH:9]=[N:8][N:7]([CH2:14][O:15][CH2:16][CH2:17][Si:18]([CH3:21])([CH3:20])[CH3:19])[C:6]=2[CH:5]=1, predict the reactants needed to synthesize it. The reactants are: C[O:2][C:3](=O)[CH:4]([O:23][C:24]1[CH:29]=[CH:28][C:27]([F:30])=[CH:26][C:25]=1[F:31])[CH:5](O)[C:6]1[N:7]([CH2:14][O:15][CH2:16][CH2:17][Si:18]([CH3:21])([CH3:20])[CH3:19])[N:8]=[CH:9][C:10]=1[N+:11]([O-])=O.[Cl-].[NH4+]. (3) Given the product [CH3:1][S:2]([NH:5][C:6]1[CH:7]=[CH:8][C:9]([C:12]2[CH:13]=[C:14]3[C:18](=[C:19]([C:21]([NH2:23])=[O:22])[CH:20]=2)[NH:17][CH:16]=[C:15]3[C:34]2[CH2:35][CH2:36][N:31]([CH2:30][C:24]3[CH:29]=[CH:28][CH:27]=[CH:26][CH:25]=3)[CH2:32][CH:33]=2)=[CH:10][CH:11]=1)(=[O:3])=[O:4], predict the reactants needed to synthesize it. The reactants are: [CH3:1][S:2]([NH:5][C:6]1[CH:11]=[CH:10][C:9]([C:12]2[CH:13]=[C:14]3[C:18](=[C:19]([C:21]([NH2:23])=[O:22])[CH:20]=2)[NH:17][CH:16]=[CH:15]3)=[CH:8][CH:7]=1)(=[O:4])=[O:3].[C:24]1([CH2:30][N:31]2[CH2:36][CH2:35][C:34](=O)[CH2:33][CH2:32]2)[CH:29]=[CH:28][CH:27]=[CH:26][CH:25]=1.C[O-].[Na+].